Dataset: Reaction yield outcomes from USPTO patents with 853,638 reactions. Task: Predict the reaction yield, written as a fraction of the theoretical maximum amount of product (1.0 means a 100% yield; for example, 0.34 means a 34% yield). The product is [F:20][C:18]([F:19])([F:21])[C:7]1[CH:6]=[C:5]2[C:4]([C:3](=[O:23])[N:26]([NH:35][S:32]([CH3:31])(=[O:34])=[O:33])[C:29](=[O:37])[NH:22]2)=[CH:9][C:8]=1[C:10]1[N:11]([CH:15]([CH3:16])[CH3:17])[N:12]=[CH:13][CH:14]=1. The catalyst is C(Cl)Cl. The reactants are CO[C:3](=[O:23])[C:4]1[CH:9]=[C:8]([C:10]2[N:11]([CH:15]([CH3:17])[CH3:16])[N:12]=[CH:13][CH:14]=2)[C:7]([C:18]([F:21])([F:20])[F:19])=[CH:6][C:5]=1[NH2:22].CC[N:26]([CH2:29]C)CC.[CH3:31][S:32]([NH:35]N)(=[O:34])=[O:33].[OH-:37].[Na+]. The yield is 0.420.